Dataset: Forward reaction prediction with 1.9M reactions from USPTO patents (1976-2016). Task: Predict the product of the given reaction. (1) Given the reactants [Br:1][C:2]1[CH:3]=[C:4]([CH:21]=[C:22]([CH2:24]O)[CH:23]=1)[CH2:5][O:6][C:7]1[CH:12]=[CH:11][CH:10]=[CH:9][C:8]=1[CH2:13][C:14]([O:16][C:17]([CH3:20])([CH3:19])[CH3:18])=[O:15].CS(Cl)(=O)=O.[NH:31]1[CH2:36][CH2:35][O:34][CH2:33][CH2:32]1, predict the reaction product. The product is: [Br:1][C:2]1[CH:3]=[C:4]([CH:21]=[C:22]([CH2:24][N:31]2[CH2:36][CH2:35][O:34][CH2:33][CH2:32]2)[CH:23]=1)[CH2:5][O:6][C:7]1[CH:12]=[CH:11][CH:10]=[CH:9][C:8]=1[CH2:13][C:14]([O:16][C:17]([CH3:18])([CH3:19])[CH3:20])=[O:15]. (2) Given the reactants [CH:1]1([C:4](=[O:12])SC2C=CC=CN=2)[CH2:3][CH2:2]1.[Li+].C[Si]([N-][Si](C)(C)C)(C)C.[C:23](=[O:30])([S:25][C:26]([CH3:29])([CH3:28])[CH3:27])[CH3:24].OS(O)(=O)=O, predict the reaction product. The product is: [CH:1]1([C:4](=[O:12])[CH2:24][C:23](=[O:30])[S:25][C:26]([CH3:29])([CH3:28])[CH3:27])[CH2:2][CH2:3]1. (3) Given the reactants [N+:1]([C:4]1[CH:9]=[CH:8][C:7]([C:10]([CH2:21][C:22]2[CH:27]=[CH:26][CH:25]=[CH:24][N:23]=2)([C:16]([O:18][CH2:19][CH3:20])=[O:17])[C:11]([O:13][CH2:14][CH3:15])=[O:12])=[CH:6][CH:5]=1)([O-])=O.[H][H], predict the reaction product. The product is: [NH2:1][C:4]1[CH:5]=[CH:6][C:7]([C:10]([CH2:21][C:22]2[CH:27]=[CH:26][CH:25]=[CH:24][N:23]=2)([C:11]([O:13][CH2:14][CH3:15])=[O:12])[C:16]([O:18][CH2:19][CH3:20])=[O:17])=[CH:8][CH:9]=1.